Dataset: Reaction yield outcomes from USPTO patents with 853,638 reactions. Task: Predict the reaction yield, written as a fraction of the theoretical maximum amount of product (1.0 means a 100% yield; for example, 0.34 means a 34% yield). (1) The yield is 0.690. The product is [CH2:1]([NH2:9])[C:2]1[CH:7]=[CH:6][CH:5]=[CH:4][CH:3]=1.[CH:1](=[N:9][CH2:18][C:10]1[CH:15]=[CH:14][CH:13]=[CH:12][CH:11]=1)[C:2]1[CH:7]=[CH:6][CH:5]=[CH:4][CH:3]=1. The reactants are [CH2:1](O)[C:2]1[CH:7]=[CH:6][CH:5]=[CH:4][CH:3]=1.[NH3:9].[C:10]1([CH3:18])[CH:15]=[C:14](C)[CH:13]=[C:12](C)[CH:11]=1. The catalyst is [Ru]. (2) The reactants are [ClH:1].[F:2][C:3]([F:20])([F:19])[CH2:4][CH2:5][C@@H:6]([NH:10][C@@H](C1C=CC=CC=1)C)[C:7]([NH2:9])=[O:8].CO.O. The catalyst is [Pd].[OH-].[OH-].[Pd+2].ClCCl. The product is [ClH:1].[NH2:10][C@H:6]([CH2:5][CH2:4][C:3]([F:2])([F:19])[F:20])[C:7]([NH2:9])=[O:8]. The yield is 0.910.